Dataset: Full USPTO retrosynthesis dataset with 1.9M reactions from patents (1976-2016). Task: Predict the reactants needed to synthesize the given product. (1) Given the product [CH2:1]([O:8][C:9](=[O:15])[CH2:10][CH2:11][CH2:12][CH2:13][Br:36])[C:2]1[CH:7]=[CH:6][CH:5]=[CH:4][CH:3]=1, predict the reactants needed to synthesize it. The reactants are: [CH2:1]([O:8][C:9](=[O:15])[CH2:10][CH2:11][CH2:12][CH2:13]O)[C:2]1[CH:7]=[CH:6][CH:5]=[CH:4][CH:3]=1.C1(P(C2C=CC=CC=2)C2C=CC=CC=2)C=CC=CC=1.C(Br)(Br)(Br)[Br:36]. (2) Given the product [F:23][C:22]([F:25])([F:24])[S:19]([O:18]/[C:11](=[C:10]1/[CH:2]([CH:1]([CH3:7])[CH3:6])[O:13][CH:7]([C:1]2[CH:6]=[CH:5][CH:4]=[CH:3][CH:2]=2)[CH2:8][CH2:9]/1)/[CH3:12])(=[O:20])=[O:21], predict the reactants needed to synthesize it. The reactants are: [C:1]1([CH:7]([OH:13])[CH2:8][CH2:9][C:10]#[C:11][CH3:12])[CH:6]=[CH:5][CH:4]=[CH:3][CH:2]=1.C[Si]([O:18][S:19]([C:22]([F:25])([F:24])[F:23])(=[O:21])=[O:20])(C)C.C([O-])(O)=O.[Na+]. (3) Given the product [O:11]1[C:12]2=[N:13][CH:14]=[CH:15][CH:16]=[C:17]2[C:9]([C:5]2[CH:4]=[C:3]([OH:2])[CH:8]=[CH:7][CH:6]=2)=[N:10]1, predict the reactants needed to synthesize it. The reactants are: C[O:2][C:3]1[CH:4]=[C:5]([C:9]2[C:17]3[C:12](=[N:13][CH:14]=[CH:15][CH:16]=3)[O:11][N:10]=2)[CH:6]=[CH:7][CH:8]=1.B(Br)(Br)Br. (4) Given the product [S:24]1[CH2:28][CH2:27][N:26]([C:29]([C:2]2[CH:3]=[CH:4][C:5]([NH:8][C:9]([CH:11]3[CH2:20][C:15]4[C:14](=[CH:19][CH:18]=[CH:17][CH:16]=4)[CH2:13][N:12]3[C:9]([NH:8][C:5]3[CH:6]=[CH:39][C:38]([Cl:41])=[CH:3][CH:4]=3)=[O:10])=[O:10])=[CH:6][CH:7]=2)=[O:30])[CH2:25]1, predict the reactants needed to synthesize it. The reactants are: Cl[C:2]1[CH:7]=[CH:6][C:5]([NH:8][C:9]([CH:11]2[C:20]3[C:15](=[CH:16][CH:17]=[CH:18][CH:19]=3)[CH2:14][CH:13](C(O)=O)[NH:12]2)=[O:10])=[CH:4][CH:3]=1.[S:24]1[CH2:28][CH2:27][N:26]([C:29](C2C=CC(N)=CC=2)=[O:30])[CH2:25]1.[CH2:38]([Cl:41])[CH2:39]Cl. (5) The reactants are: [C:1]([C:5]1[CH:6]=[C:7]([CH:10]=[CH:11][CH:12]=1)[C:8]#[N:9])([CH3:4])([CH3:3])[CH3:2]. Given the product [C:1]([C:5]1[CH:6]=[C:7]([CH2:8][NH2:9])[CH:10]=[CH:11][CH:12]=1)([CH3:4])([CH3:2])[CH3:3], predict the reactants needed to synthesize it. (6) Given the product [NH2:16][CH2:11][C:5]1([CH2:4][C:3]([O:2][CH3:1])=[O:15])[CH2:10][CH2:9][CH2:8][CH2:7][CH2:6]1, predict the reactants needed to synthesize it. The reactants are: [CH3:1][O:2][C:3](=[O:15])[CH2:4][C:5]1([CH2:11]C(O)=O)[CH2:10][CH2:9][CH2:8][CH2:7][CH2:6]1.[N-:16]=[N+]=[N-].[N-]=C=O. (7) Given the product [CH2:26]([N:33]1[CH2:38][CH2:37][CH:36]([CH2:39][CH2:40][NH:41][C:14](=[O:15])[CH2:11][C:10]2[C:9]3[C:4](=[CH:5][CH:6]=[CH:7][CH:8]=3)[NH:3][C:2]=2[CH3:1])[CH2:35][CH2:34]1)[C:27]1[CH:32]=[CH:31][CH:30]=[CH:29][CH:28]=1, predict the reactants needed to synthesize it. The reactants are: [CH3:1][C:2]1[NH:3][C:4]2[C:9]([C:10]=1[C:11](O)=O)=[CH:8][CH:7]=[CH:6][CH:5]=2.[C:14](N1C=CN=C1)(N1C=CN=C1)=[O:15].[CH2:26]([N:33]1[CH2:38][CH2:37][CH:36]([CH2:39][CH2:40][NH2:41])[CH2:35][CH2:34]1)[C:27]1[CH:32]=[CH:31][CH:30]=[CH:29][CH:28]=1. (8) The reactants are: [Si:1]([O:8][CH2:9][C@:10]1([CH3:19])[S:16][CH2:15][CH2:14][N:13]=[C:12](SC)[CH2:11]1)([C:4]([CH3:7])([CH3:6])[CH3:5])([CH3:3])[CH3:2].[Cl:20][C:21]1[CH:26]=[CH:25][C:24]([C:27]2([C:30]([NH:32][NH2:33])=O)[CH2:29][CH2:28]2)=[CH:23][CH:22]=1. Given the product [Si:1]([O:8][CH2:9][C@:10]1([CH3:19])[S:16][CH2:15][CH2:14][N:13]2[C:30]([C:27]3([C:24]4[CH:23]=[CH:22][C:21]([Cl:20])=[CH:26][CH:25]=4)[CH2:29][CH2:28]3)=[N:32][N:33]=[C:12]2[CH2:11]1)([C:4]([CH3:7])([CH3:6])[CH3:5])([CH3:3])[CH3:2], predict the reactants needed to synthesize it. (9) Given the product [NH2:18][C:17]1[N:8]([CH2:9][CH3:10])[C:6]2[C:5]([C:11](=[O:19])[C:12]=1[C:13]([NH:15][CH3:16])=[O:14])=[CH:4][CH:3]=[C:2]([Cl:1])[N:7]=2, predict the reactants needed to synthesize it. The reactants are: [Cl:1][C:2]1[N:7]=[C:6]([NH:8][CH2:9][CH3:10])[C:5]([C:11]([OH:19])=[C:12]([C:17]#[N:18])[C:13]([NH:15][CH3:16])=[O:14])=[CH:4][CH:3]=1.